From a dataset of Catalyst prediction with 721,799 reactions and 888 catalyst types from USPTO. Predict which catalyst facilitates the given reaction. (1) Reactant: CCN(C(C)C)C(C)C.[CH3:10][N:11]1[CH:15]=[C:14]([C:16]2[CH:24]=[CH:23][C:19]([C:20]([OH:22])=O)=[CH:18][CH:17]=2)[CH:13]=[N:12]1.C1C=CC2N(O)N=NC=2C=1.CCN=C=NCCCN(C)C.FC(F)(F)C(O)=O.[NH2:53][CH2:54][C:55]([N:57]1[CH2:62][CH2:61][N:60]([C:63](=[O:74])[C:64]2[CH:69]=[CH:68][CH:67]=[CH:66][C:65]=2[C:70]([F:73])([F:72])[F:71])[CH2:59][CH2:58]1)=[O:56]. Product: [CH3:10][N:11]1[CH:15]=[C:14]([C:16]2[CH:17]=[CH:18][C:19]([C:20]([NH:53][CH2:54][C:55](=[O:56])[N:57]3[CH2:58][CH2:59][N:60]([C:63](=[O:74])[C:64]4[CH:69]=[CH:68][CH:67]=[CH:66][C:65]=4[C:70]([F:71])([F:73])[F:72])[CH2:61][CH2:62]3)=[O:22])=[CH:23][CH:24]=2)[CH:13]=[N:12]1. The catalyst class is: 18. (2) Reactant: Cl.Cl.[CH2:3]([O:10][C:11]1[CH:16]=[CH:15][C:14]([C:17]2[CH:18]=[C:19]([O:27][CH2:28][C:29]3([OH:35])[CH2:34][CH2:33][NH:32][CH2:31][CH2:30]3)[N:20]=[N:21][C:22]=2[CH2:23][CH2:24][CH2:25][CH3:26])=[CH:13][CH:12]=1)[C:4]1[CH:9]=[CH:8][CH:7]=[CH:6][CH:5]=1.[C:36](O[BH-](OC(=O)C)OC(=O)C)(=O)C.[Na+]. Product: [CH2:3]([O:10][C:11]1[CH:12]=[CH:13][C:14]([C:17]2[CH:18]=[C:19]([O:27][CH2:28][C:29]3([OH:35])[CH2:34][CH2:33][N:32]([CH3:36])[CH2:31][CH2:30]3)[N:20]=[N:21][C:22]=2[CH2:23][CH2:24][CH2:25][CH3:26])=[CH:15][CH:16]=1)[C:4]1[CH:5]=[CH:6][CH:7]=[CH:8][CH:9]=1. The catalyst class is: 2. (3) Reactant: C([O:8][C:9]([CH2:11][N:12]1[CH2:23][CH2:22][N:21]([CH2:24][C:25]([O:27][C:28]([CH3:31])([CH3:30])[CH3:29])=[O:26])[CH2:20][CH2:19][N:18]([CH2:32][C:33]([O:35]CC2C=CC=CC=2)=[O:34])[CH2:17][CH2:16][N:15]([CH2:43][C:44]([O:46][C:47]([CH3:50])([CH3:49])[CH3:48])=[O:45])[CH2:14][CH2:13]1)=[O:10])C1C=CC=CC=1. Product: [C:28]([O:27][C:25]([CH2:24][N:21]1[CH2:20][CH2:19][N:18]([CH2:32][C:33]([OH:35])=[O:34])[CH2:17][CH2:16][N:15]([CH2:43][C:44]([O:46][C:47]([CH3:49])([CH3:48])[CH3:50])=[O:45])[CH2:14][CH2:13][N:12]([CH2:11][C:9]([OH:10])=[O:8])[CH2:23][CH2:22]1)=[O:26])([CH3:31])([CH3:29])[CH3:30]. The catalyst class is: 63. (4) Reactant: [CH3:1][C:2]1[CH:11]=[CH:10][C:5]([C:6](OC)=[O:7])=[CH:4][N:3]=1.[H-].[H-].[H-].[H-].[Li+].[Al+3].O.[OH-].[Na+]. Product: [CH3:1][C:2]1[N:3]=[CH:4][C:5]([CH2:6][OH:7])=[CH:10][CH:11]=1. The catalyst class is: 1. (5) Reactant: Br[C:2]1[CH:7]=[C:6]([CH3:8])[C:5]([C:9]([F:12])([F:11])[F:10])=[CH:4][C:3]=1[N+:13]([O-:15])=[O:14].[Cu][C:17]#[N:18].Cl. Product: [CH3:8][C:6]1[C:5]([C:9]([F:12])([F:11])[F:10])=[CH:4][C:3]([N+:13]([O-:15])=[O:14])=[C:2]([CH:7]=1)[C:17]#[N:18]. The catalyst class is: 60. (6) Reactant: [O:1]1[CH2:4][CH:3]([N:5]2[CH2:10][CH2:9][CH:8]([OH:11])[CH2:7][CH2:6]2)[CH2:2]1.C(N(CC)CC)C.[CH3:19][S:20](Cl)(=[O:22])=[O:21].O. Product: [CH3:19][S:20]([O:11][CH:8]1[CH2:9][CH2:10][N:5]([CH:3]2[CH2:4][O:1][CH2:2]2)[CH2:6][CH2:7]1)(=[O:22])=[O:21]. The catalyst class is: 2. (7) Reactant: [F:1][C:2]1[CH:3]=[C:4]([C:10]2[N:11]=[CH:12][C:13]3[C:18]4([CH2:20][CH2:19]4)[CH2:17][NH:16][C:14]=3[N:15]=2)[CH:5]=[CH:6][C:7]=1[O:8][CH3:9].[F-].[Cs+].[O:23]1[CH2:28][CH2:27][O:26][CH2:25][CH2:24]1. Product: [F:1][C:2]1[CH:3]=[C:4]([C:10]2[N:11]=[CH:12][C:13]3[C:18]4([CH2:19][CH2:20]4)[CH2:17][N:16]([C:2]4[CH:3]=[C:25]([CH:24]=[CH:6][CH:7]=4)[O:26][CH2:27][C:28]([N:11]([CH3:12])[CH3:10])=[O:23])[C:14]=3[N:15]=2)[CH:5]=[CH:6][C:7]=1[O:8][CH3:9]. The catalyst class is: 205.